The task is: Predict which catalyst facilitates the given reaction.. This data is from Catalyst prediction with 721,799 reactions and 888 catalyst types from USPTO. (1) Reactant: [N+:1]([C:4]1[CH:9]=[CH:8][C:7]([CH2:10][CH2:11][CH2:12][C:13]([OH:15])=O)=[CH:6][CH:5]=1)([O-:3])=[O:2].[CH3:16][NH:17][CH3:18]. Product: [CH3:16][N:17]([CH3:18])[C:13](=[O:15])[CH2:12][CH2:11][CH2:10][C:7]1[CH:8]=[CH:9][C:4]([N+:1]([O-:3])=[O:2])=[CH:5][CH:6]=1. The catalyst class is: 309. (2) Reactant: [CH3:1][C:2]1[S:6][C:5]([C:7]([OH:9])=O)=[CH:4][CH:3]=1.C(N(CC)CC)C.[C:17]([C:21]1[CH:22]=[C:23]([N:31]2[CH2:36][CH2:35][NH:34][CH2:33][CH2:32]2)[CH:24]=[C:25]([C:27]([CH3:30])([CH3:29])[CH3:28])[CH:26]=1)([CH3:20])([CH3:19])[CH3:18]. Product: [C:27]([C:25]1[CH:24]=[C:23]([N:31]2[CH2:32][CH2:33][N:34]([C:7]([C:5]3[S:6][C:2]([CH3:1])=[CH:3][CH:4]=3)=[O:9])[CH2:35][CH2:36]2)[CH:22]=[C:21]([C:17]([CH3:19])([CH3:20])[CH3:18])[CH:26]=1)([CH3:28])([CH3:29])[CH3:30]. The catalyst class is: 4.